This data is from Forward reaction prediction with 1.9M reactions from USPTO patents (1976-2016). The task is: Predict the product of the given reaction. (1) Given the reactants NC1C=C(OCCOC)C(OC)=CC=1C(C1C=CC=CC=1Cl)=O.NC1C(C)=NN(CC=C)C=1Cl.[Cl:35][C:36]1[CH:41]=[CH:40][CH:39]=[CH:38][C:37]=1[C:42]1[C:48]2[CH:49]=[C:50]([O:58][CH3:59])[C:51]([O:53][CH2:54][CH2:55][O:56][CH3:57])=[CH:52][C:47]=2[N:46]=[C:45]2[N:60](CC=C)[NH:61][C:62]([CH3:63])=[C:44]2[N:43]=1.[H-].C([Al+]CC(C)C)C(C)C, predict the reaction product. The product is: [Cl:35][C:36]1[CH:41]=[CH:40][CH:39]=[CH:38][C:37]=1[C:42]1[C:48]2[CH:49]=[C:50]([O:58][CH3:59])[C:51]([O:53][CH2:54][CH2:55][O:56][CH3:57])=[CH:52][C:47]=2[N:46]=[C:45]2[NH:60][NH:61][C:62]([CH3:63])=[C:44]2[N:43]=1. (2) Given the reactants [CH3:1][C:2]([S:7]([C:10]1[CH:15]=[CH:14][CH:13]=[C:12]([O:16][C:17]([F:20])([F:19])[F:18])[CH:11]=1)(=[O:9])=[O:8])([CH3:6])[C:3]([OH:5])=O.CN(C(ON1N=NC2C=CC=NC1=2)=[N+](C)C)C.F[P-](F)(F)(F)(F)F.[Cl:45][C:46]1[CH:47]=[C:48]([CH:57]=[CH:58][C:59]=1[F:60])[O:49][C:50]1[N:55]=[CH:54][C:53]([NH2:56])=[CH:52][CH:51]=1, predict the reaction product. The product is: [Cl:45][C:46]1[CH:47]=[C:48]([CH:57]=[CH:58][C:59]=1[F:60])[O:49][C:50]1[N:55]=[CH:54][C:53]([NH:56][C:3](=[O:5])[C:2]([CH3:1])([S:7]([C:10]2[CH:15]=[CH:14][CH:13]=[C:12]([O:16][C:17]([F:20])([F:19])[F:18])[CH:11]=2)(=[O:9])=[O:8])[CH3:6])=[CH:52][CH:51]=1. (3) Given the reactants [NH:1]1[CH2:4][CH:3]([C:5]([C:13]2[CH:14]=[C:15]3[C:20](=[CH:21][CH:22]=2)[N:19]=[C:18]([CH2:23][CH3:24])[C:17]([O:25][CH2:26][CH:27]2[CH2:29][CH2:28]2)=[C:16]3[Cl:30])([C:7]2[N:11]([CH3:12])[N:10]=[N:9][CH:8]=2)[OH:6])[CH2:2]1.CCN(CC)CC.[C:38](OC(=O)C)(=[O:40])[CH3:39], predict the reaction product. The product is: [Cl:30][C:16]1[C:15]2[C:20](=[CH:21][CH:22]=[C:13]([C:5]([OH:6])([C:7]3[N:11]([CH3:12])[N:10]=[N:9][CH:8]=3)[CH:3]3[CH2:4][N:1]([C:38](=[O:40])[CH3:39])[CH2:2]3)[CH:14]=2)[N:19]=[C:18]([CH2:23][CH3:24])[C:17]=1[O:25][CH2:26][CH:27]1[CH2:29][CH2:28]1. (4) Given the reactants [C:1]([O:5][C:6]([N:8]1[CH2:14][CH2:13][CH2:12][NH:11][CH2:10][CH2:9]1)=[O:7])([CH3:4])([CH3:3])[CH3:2].C(N(CC)C(C)C)(C)C.[N:24]1([C:30](Cl)=[O:31])[CH2:29][CH2:28][O:27][CH2:26][CH2:25]1, predict the reaction product. The product is: [C:1]([O:5][C:6]([N:8]1[CH2:14][CH2:13][CH2:12][N:11]([C:30]([N:24]2[CH2:29][CH2:28][O:27][CH2:26][CH2:25]2)=[O:31])[CH2:10][CH2:9]1)=[O:7])([CH3:4])([CH3:2])[CH3:3].